The task is: Predict the product of the given reaction.. This data is from Forward reaction prediction with 1.9M reactions from USPTO patents (1976-2016). (1) Given the reactants FC(F)(F)C(O)=O.[Cl:8][C:9]1[CH:14]=[CH:13][C:12]([C@H:15](O)[C@@H:16]([C:20]2[CH:35]=[CH:34][C:23]([C:24]([NH:26][CH2:27][CH2:28][C:29]([O:31][CH2:32][CH3:33])=[O:30])=[O:25])=[CH:22][CH:21]=2)[CH2:17][CH2:18][CH3:19])=[CH:11][CH:10]=1.[CH3:37][O:38][C:39]1[CH:48]=[CH:47][C:46]2[C:41](=[CH:42][CH:43]=[CH:44][CH:45]=2)[CH:40]=1, predict the reaction product. The product is: [Cl:8][C:9]1[CH:14]=[CH:13][C:12]([CH:15]([C:44]2[CH:43]=[CH:42][C:41]3[C:46](=[CH:47][CH:48]=[C:39]([O:38][CH3:37])[CH:40]=3)[CH:45]=2)[C@@H:16]([C:20]2[CH:35]=[CH:34][C:23]([C:24]([NH:26][CH2:27][CH2:28][C:29]([O:31][CH2:32][CH3:33])=[O:30])=[O:25])=[CH:22][CH:21]=2)[CH2:17][CH2:18][CH3:19])=[CH:11][CH:10]=1. (2) Given the reactants [NH2:1][C@H:2]1[CH2:6][CH2:5][N:4]([CH:7]2[CH2:12][CH2:11][N:10]([C:13]3[S:17][N:16]=[C:15]([CH:18]([CH3:20])[CH3:19])[N:14]=3)[CH2:9][CH2:8]2)[C:3]1=[O:21].Br[C:23]1[CH:28]=[CH:27][C:26]([S:29]([CH2:32][CH3:33])(=[O:31])=[O:30])=[C:25]([CH3:34])[CH:24]=1.C1(P(C2C=CC=CC=2)C2C=CC3C(=CC=CC=3)C=2C2C3C(=CC=CC=3)C=CC=2P(C2C=CC=CC=2)C2C=CC=CC=2)C=CC=CC=1.CC([O-])(C)C.[Na+], predict the reaction product. The product is: [CH2:32]([S:29]([C:26]1[CH:27]=[CH:28][C:23]([NH:1][CH:2]2[CH2:6][CH2:5][N:4]([CH:7]3[CH2:8][CH2:9][N:10]([C:13]4[S:17][N:16]=[C:15]([CH:18]([CH3:19])[CH3:20])[N:14]=4)[CH2:11][CH2:12]3)[C:3]2=[O:21])=[CH:24][C:25]=1[CH3:34])(=[O:31])=[O:30])[CH3:33]. (3) Given the reactants Cl.F[C:3]1[CH:12]=[C:11]2[C:6]([C:7](=[O:28])[NH:8][C:9]([C:13]3[CH:18]=[CH:17][CH:16]=[C:15]([N:19]4[CH2:24][CH2:23][N:22]([CH:25](C)C)[CH2:21][CH2:20]4)[N:14]=3)=[N:10]2)=[C:5]([O:29][CH3:30])[CH:4]=1.[CH2:31]([O:38]C1C=CC(OC)=C(C=1)C=O)C1C=CC=CC=1.[OH-:49].[Li+], predict the reaction product. The product is: [CH3:30][O:29][C:5]1[CH:4]=[C:3]([O:38][CH3:31])[CH:12]=[C:11]2[C:6]=1[C:7](=[O:28])[NH:8][C:9]([C:13]1[CH:18]=[CH:17][CH:16]=[C:15]([N:19]3[CH2:20][CH2:21][N:22]([CH3:25])[C:23](=[O:49])[CH2:24]3)[N:14]=1)=[N:10]2. (4) The product is: [CH2:18]([C:10]1[C:9]([O:8][C:6]2[CH:5]=[CH:4][N:3]=[C:2]([C:24]3[CH:23]=[N:22][N:21]([CH3:20])[CH:25]=3)[CH:7]=2)=[CH:14][CH:13]=[C:12]([N+:15]([O-:17])=[O:16])[N:11]=1)[CH3:19]. Given the reactants Cl[C:2]1[CH:7]=[C:6]([O:8][C:9]2[C:10]([CH2:18][CH3:19])=[N:11][C:12]([N+:15]([O-:17])=[O:16])=[CH:13][CH:14]=2)[CH:5]=[CH:4][N:3]=1.[CH3:20][N:21]1[CH:25]=[C:24](B2OC(C)(C)C(C)(C)O2)[CH:23]=[N:22]1.C([O-])([O-])=O.[K+].[K+].CCOC(C)=O, predict the reaction product. (5) Given the reactants [Cl:1][C:2]1[CH:7]=[CH:6][C:5]([C:8]2[S:9][C:10]([C:17](=[O:26])[C:18]3[CH:23]=[CH:22][C:21]([O:24][CH3:25])=[CH:20][CH:19]=3)=[CH:11][C:12]=2[CH2:13][C:14](O)=[O:15])=[CH:4][CH:3]=1.C1CN([P+](ON2N=NC3C=CC=CC2=3)(N2CCCC2)N2CCCC2)CC1.F[P-](F)(F)(F)(F)F.[C:60]([NH:67][C:68]([NH2:70])=[NH:69])([O:62][C:63]([CH3:66])([CH3:65])[CH3:64])=[O:61].C(N(CC)CC)C.C(OC(C)C)(C)C, predict the reaction product. The product is: [C:63]([O:62][C:60]([NH:67][C:68]([NH:70][C:14](=[O:15])[CH2:13][C:12]1[CH:11]=[C:10]([C:17](=[O:26])[C:18]2[CH:19]=[CH:20][C:21]([O:24][CH3:25])=[CH:22][CH:23]=2)[S:9][C:8]=1[C:5]1[CH:4]=[CH:3][C:2]([Cl:1])=[CH:7][CH:6]=1)=[NH:69])=[O:61])([CH3:65])([CH3:66])[CH3:64].